From a dataset of Rat liver microsome stability data. Regression/Classification. Given a drug SMILES string, predict its absorption, distribution, metabolism, or excretion properties. Task type varies by dataset: regression for continuous measurements (e.g., permeability, clearance, half-life) or binary classification for categorical outcomes (e.g., BBB penetration, CYP inhibition). Dataset: rlm. (1) The drug is CC(=O)Nc1ncc(S(=O)(=O)Nc2cnccc2C(=O)Nc2nc(-c3ccccc3)cs2)s1. The result is 0 (unstable in rat liver microsomes). (2) The compound is CCOc1cc(F)c(CCNC(=O)c2cc3sccc3n2Cc2ccccc2)cc1OCC. The result is 1 (stable in rat liver microsomes). (3) The molecule is NC(=O)c1ccc(-c2nc3c([nH]2)CN(C(=O)CN2CCOCC2)CC3)cc1. The result is 0 (unstable in rat liver microsomes). (4) The compound is N#CCNC(=O)c1cccc(-c2cc(-c3ccc(CNC4CCOCC4)cc3)on2)c1. The result is 0 (unstable in rat liver microsomes). (5) The molecule is CCOc1ccc(C2c3c(oc4ccc(C)cc4c3=O)C(=O)N2CCCN(C)C)cc1. The result is 1 (stable in rat liver microsomes). (6) The molecule is COc1nc(-c2ccc(NC(=O)Nc3ccc(C(=O)NCCN(C)C)cc3)cc2)nc(N2CCOCC2)n1. The result is 0 (unstable in rat liver microsomes). (7) The compound is CC(C)n1c(=O)c(C(=O)N[C@H]2C[C@H]3CC[C@@H](C2)N3CC(O)CNC(=O)N(C)C)cc2ccccc21. The result is 0 (unstable in rat liver microsomes). (8) The compound is O=C(Nc1ncc(Cc2ccc(C(F)(F)F)cc2)s1)c1ccc(-c2ccccc2[N+](=O)[O-])o1. The result is 0 (unstable in rat liver microsomes).